This data is from Peptide-MHC class I binding affinity with 185,985 pairs from IEDB/IMGT. The task is: Regression. Given a peptide amino acid sequence and an MHC pseudo amino acid sequence, predict their binding affinity value. This is MHC class I binding data. (1) The peptide sequence is TRDHVNLVL. The MHC is HLA-B48:01 with pseudo-sequence HLA-B48:01. The binding affinity (normalized) is 0.0847. (2) The peptide sequence is LFPELECFF. The MHC is HLA-A02:01 with pseudo-sequence HLA-A02:01. The binding affinity (normalized) is 0.0847. (3) The peptide sequence is AANEIRISK. The MHC is HLA-B58:01 with pseudo-sequence HLA-B58:01. The binding affinity (normalized) is 0.0847. (4) The peptide sequence is FFSPFFFSL. The MHC is HLA-A25:01 with pseudo-sequence HLA-A25:01. The binding affinity (normalized) is 0.0847.